Task: Binary Classification. Given a T-cell receptor sequence (or CDR3 region) and an epitope sequence, predict whether binding occurs between them.. Dataset: TCR-epitope binding with 47,182 pairs between 192 epitopes and 23,139 TCRs (1) The epitope is LLMPILTLT. The TCR CDR3 sequence is CSVDGGANVLTF. Result: 1 (the TCR binds to the epitope). (2) The epitope is NLSALGIFST. Result: 0 (the TCR does not bind to the epitope). The TCR CDR3 sequence is CASRHQRTDTEAFF.